The task is: Predict the product of the given reaction.. This data is from Forward reaction prediction with 1.9M reactions from USPTO patents (1976-2016). The product is: [OH:21][C:17]1[CH:16]=[C:15]([CH2:14][CH2:13][NH:12][C:11]([C:7]2[S:6][C:5]([C:3]([OH:4])=[O:2])=[C:9]([CH3:10])[CH:8]=2)=[O:22])[CH:20]=[CH:19][CH:18]=1. Given the reactants C[O:2][C:3]([C:5]1[S:6][C:7]([C:11](=[O:22])[NH:12][CH2:13][CH2:14][C:15]2[CH:20]=[CH:19][CH:18]=[C:17]([OH:21])[CH:16]=2)=[CH:8][C:9]=1[CH3:10])=[O:4].O[Li].O, predict the reaction product.